This data is from Full USPTO retrosynthesis dataset with 1.9M reactions from patents (1976-2016). The task is: Predict the reactants needed to synthesize the given product. (1) The reactants are: [NH2:1][C:2](=[O:22])[CH2:3][CH:4]([C:15]1[CH:20]=[CH:19][C:18]([Br:21])=[CH:17][CH:16]=1)[C:5]([O:7]CC1C=CC=CC=1)=[O:6]. Given the product [NH2:1][C:2](=[O:22])[CH2:3][CH:4]([C:15]1[CH:16]=[CH:17][C:18]([Br:21])=[CH:19][CH:20]=1)[C:5]([OH:7])=[O:6], predict the reactants needed to synthesize it. (2) Given the product [CH3:30][S:31]([O:17][CH2:1][CH2:2][CH2:3][CH2:4][CH2:5][CH2:6][CH2:7][CH2:8][CH2:9][CH2:10][CH2:11][CH2:12][CH2:13][CH2:14][CH2:15][CH3:16])(=[O:33])=[O:32], predict the reactants needed to synthesize it. The reactants are: [CH2:1]([OH:17])[CH2:2][CH2:3][CH2:4][CH2:5][CH2:6][CH2:7][CH2:8][CH2:9][CH2:10][CH2:11][CH2:12][CH2:13][CH2:14][CH2:15][CH3:16].ClCCl.C(N(C(C)C)CC)(C)C.[CH3:30][S:31](Cl)(=[O:33])=[O:32]. (3) Given the product [Cl:19][C:16]1[CH:17]=[C:18]([CH2:33][N:30]2[C:31](=[O:32])[C:25]3[C:26](=[CH:27][CH:22]=[CH:23][CH:24]=3)[C:28]2=[O:29])[C:13]2[N:14]([C:10]([C:8](=[O:9])[C:5]3[CH:6]=[CH:7][C:2]([Cl:1])=[CH:3][C:4]=3[F:21])=[C:11]([CH3:20])[N:12]=2)[N:15]=1, predict the reactants needed to synthesize it. The reactants are: [Cl:1][C:2]1[CH:7]=[CH:6][C:5]([C:8]([C:10]2[N:14]3[N:15]=[C:16]([Cl:19])[CH:17]=[CH:18][C:13]3=[N:12][C:11]=2[CH3:20])=[O:9])=[C:4]([F:21])[CH:3]=1.[CH:22]1[CH:27]=[C:26]2[C:28]([N:30]([CH2:33]C(O)=O)[C:31](=[O:32])[C:25]2=[CH:24][CH:23]=1)=[O:29].FC(F)(F)C(O)=O.S(OOS([O-])(=O)=O)([O-])(=O)=O.[NH4+].[NH4+]. (4) Given the product [NH2:13][C@H:14]([C:22]([OH:24])=[O:23])[CH2:15][CH:1]1[CH2:2][CH2:3][CH2:4][CH2:5][CH2:6]1, predict the reactants needed to synthesize it. The reactants are: [CH:1]1(N[C@H](C(O)=O)C)[CH2:6][CH2:5][CH2:4][CH2:3][CH2:2]1.[NH2:13][C@H:14]([C:22]([OH:24])=[O:23])[CH2:15]CCNC(N)=O.C(NCC)C. (5) Given the product [Cl:1][C:2]1[CH:3]=[C:4]([CH:5]=[CH:6][C:7]=1[Cl:8])[O:9][C:11]1[CH:18]=[CH:17][C:14]([C:15]([NH2:16])=[O:22])=[CH:13][C:12]=1[O:19][CH3:20], predict the reactants needed to synthesize it. The reactants are: [Cl:1][C:2]1[CH:3]=[C:4]([OH:9])[CH:5]=[CH:6][C:7]=1[Cl:8].F[C:11]1[CH:18]=[CH:17][C:14]([C:15]#[N:16])=[CH:13][C:12]=1[O:19][CH3:20].C(=O)([O-])[O-:22].[Cs+].[Cs+].[OH-].[Na+]. (6) Given the product [CH3:1][S:2][C:3]1[CH:56]=[CH:55][CH:54]=[CH:53][C:4]=1[CH2:5][N:6]1[C:11]([CH3:12])=[CH:10][C:9]([O:13][CH2:14][C:15]2[CH:50]=[CH:49][CH:48]=[CH:47][C:16]=2[CH2:17][NH:18][C:19]([NH:21][C:22]2[N:26]([C:27]3[CH:32]=[CH:31][CH:30]=[C:29]([O:33][CH2:34][CH2:35][OH:36])[CH:28]=3)[N:25]=[C:24]([C:43]([CH3:46])([CH3:45])[CH3:44])[CH:23]=2)=[O:20])=[C:8]([Cl:51])[C:7]1=[O:52], predict the reactants needed to synthesize it. The reactants are: [CH3:1][S:2][C:3]1[CH:56]=[CH:55][CH:54]=[CH:53][C:4]=1[CH2:5][N:6]1[C:11]([CH3:12])=[CH:10][C:9]([O:13][CH2:14][C:15]2[CH:50]=[CH:49][CH:48]=[CH:47][C:16]=2[CH2:17][NH:18][C:19]([NH:21][C:22]2[N:26]([C:27]3[CH:32]=[CH:31][CH:30]=[C:29]([O:33][CH2:34][CH2:35][O:36]C4CCCCO4)[CH:28]=3)[N:25]=[C:24]([C:43]([CH3:46])([CH3:45])[CH3:44])[CH:23]=2)=[O:20])=[C:8]([Cl:51])[C:7]1=[O:52].O.C1(C)C=CC(S(O)(=O)=O)=CC=1. (7) Given the product [NH2:1][C:4]1[CH:5]=[C:6]2[C:10](=[CH:11][CH:12]=1)[N:9]([C:13](=[O:15])[CH3:14])[CH2:8][CH2:7]2, predict the reactants needed to synthesize it. The reactants are: [N+:1]([C:4]1[CH:5]=[C:6]2[C:10](=[CH:11][CH:12]=1)[N:9]([C:13](=[O:15])[CH3:14])[CH2:8][CH2:7]2)([O-])=O.[H][H]. (8) Given the product [CH3:9][O:10][C:11]([C:12]1[CH:17]=[CH:16][C:15]([C:2]2[S:1][CH:5]=[CH:4][CH:3]=2)=[CH:14][CH:13]=1)=[O:19], predict the reactants needed to synthesize it. The reactants are: [S:1]1[CH:5]=[CH:4][CH:3]=[C:2]1B(O)O.[CH3:9][O:10][C:11](=[O:19])[C:12]1[CH:17]=[CH:16][C:15](Br)=[CH:14][CH:13]=1. (9) Given the product [C:1]([S:4][CH2:5][C:6]1[CH:7]=[N:8][C:9]2[C:14]([CH:15]=1)=[CH:13][CH:12]=[CH:11][CH:10]=2)(=[O:3])[CH3:2], predict the reactants needed to synthesize it. The reactants are: [C:1]([S:4][CH2:5][C:6]1[CH:7]=[N:8][C:9]2[C:14]([CH:15]=1)=[CH:13][CH:12]=[CH:11][CH:10]=2)(=[O:3])[CH3:2].Cl.ClCC1C=NC2C(C=1)=CC=CC=2.C([O-])(=S)C.[K+]. (10) Given the product [NH2:26][C:23]1[CH:24]=[CH:25][C:20]([CH2:19][N:12]2[C:13]3[CH:18]=[CH:17][CH:16]=[CH:15][C:14]=3[N:10]([CH:6]([CH2:7][CH2:8][CH3:9])[CH2:5][C:4]([OH:33])=[O:3])[C:11]2=[O:32])=[CH:21][C:22]=1[O:27][C:28]([F:30])([F:31])[F:29], predict the reactants needed to synthesize it. The reactants are: C([O:3][C:4](=[O:33])[CH2:5][CH:6]([N:10]1[C:14]2[CH:15]=[CH:16][CH:17]=[CH:18][C:13]=2[N:12]([CH2:19][C:20]2[CH:25]=[CH:24][C:23]([NH2:26])=[C:22]([O:27][C:28]([F:31])([F:30])[F:29])[CH:21]=2)[C:11]1=[O:32])[CH2:7][CH2:8][CH3:9])C.[OH-].[Li+].Cl.